This data is from Full USPTO retrosynthesis dataset with 1.9M reactions from patents (1976-2016). The task is: Predict the reactants needed to synthesize the given product. (1) Given the product [ClH:29].[CH2:1]([CH:3]([N:6]1[CH2:11][CH2:10][CH:9]([CH2:12][C:13]2[N:14]=[C:27]([C:26]3[CH:30]=[CH:31][C:23]([C:17]4[CH:18]=[CH:19][CH:20]=[CH:21][CH:22]=4)=[CH:24][CH:25]=3)[O:16][N:15]=2)[CH2:8][CH2:7]1)[CH2:4][CH3:5])[CH3:2], predict the reactants needed to synthesize it. The reactants are: [CH2:1]([CH:3]([N:6]1[CH2:11][CH2:10][CH:9]([CH2:12][C:13]([NH:15][OH:16])=[NH:14])[CH2:8][CH2:7]1)[CH2:4][CH3:5])[CH3:2].[C:17]1([C:23]2[CH:31]=[CH:30][C:26]([C:27]([Cl:29])=O)=[CH:25][CH:24]=2)[CH:22]=[CH:21][CH:20]=[CH:19][CH:18]=1. (2) Given the product [NH2:5][CH:6]([C:10]1[CH:11]=[CH:12][C:13]([O:16][C:17]([F:18])([F:19])[F:20])=[CH:14][CH:15]=1)[C:7]([O:9][CH3:21])=[O:8], predict the reactants needed to synthesize it. The reactants are: S(Cl)(Cl)=O.[NH2:5][CH:6]([C:10]1[CH:15]=[CH:14][C:13]([O:16][C:17]([F:20])([F:19])[F:18])=[CH:12][CH:11]=1)[C:7]([OH:9])=[O:8].[CH3:21]O.